This data is from Catalyst prediction with 721,799 reactions and 888 catalyst types from USPTO. The task is: Predict which catalyst facilitates the given reaction. (1) Reactant: S(O)(O)(=O)=O.[NH2:6][C:7]1[CH:8]=[N:9][N:10]([CH3:13])[C:11]=1[NH2:12].[OH-].[Na+].O1CCOCC1.Cl[C:23]([O:25][C:26]1[CH:31]=[CH:30][CH:29]=[CH:28][CH:27]=1)=[O:24]. Product: [NH2:12][C:11]1[N:10]([CH3:13])[N:9]=[CH:8][C:7]=1[NH:6][C:23]([O:25][C:26]1[CH:31]=[CH:30][CH:29]=[CH:28][CH:27]=1)=[O:24]. The catalyst class is: 6. (2) Reactant: [C:1]([O:5][C:6](=[O:15])[NH:7][C@H:8]([C:12](=O)[NH2:13])[CH2:9][O:10][CH3:11])([CH3:4])([CH3:3])[CH3:2].F[B-](F)(F)F.C([O+](CC)CC)C.[F:28][C:29]1[CH:30]=[C:31]([NH:36][C:37]2[CH:42]=[CH:41][CH:40]=[CH:39][N:38]=2)[C:32](N)=[CH:33][CH:34]=1. Product: [C:1]([O:5][C:6](=[O:15])[NH:7][C@H:8]([C:12]1[N:36]([C:37]2[CH:42]=[CH:41][CH:40]=[CH:39][N:38]=2)[C:31]2[CH:30]=[C:29]([F:28])[CH:34]=[CH:33][C:32]=2[N:13]=1)[CH2:9][O:10][CH3:11])([CH3:4])([CH3:3])[CH3:2]. The catalyst class is: 1. (3) Product: [Cl:11][C:4]1[CH:3]=[C:2]([OH:13])[CH:10]=[CH:9][C:5]=1[C:6]([OH:8])=[O:7]. The catalyst class is: 65. Reactant: N[C:2]1[CH:10]=[CH:9][C:5]([C:6]([OH:8])=[O:7])=[C:4]([Cl:11])[CH:3]=1.N([O-])=[O:13].[Na+].O. (4) Reactant: [OH:1][CH2:2][C:3]1[S:7][C:6]([C:8]2[N:13]=[CH:12][CH:11]=[CH:10][N:9]=2)=[N:5][N:4]=1.C(N(CC)CC)C.[CH3:21][S:22](Cl)(=[O:24])=[O:23]. Product: [CH3:21][S:22]([O:1][CH2:2][C:3]1[S:7][C:6]([C:8]2[N:13]=[CH:12][CH:11]=[CH:10][N:9]=2)=[N:5][N:4]=1)(=[O:24])=[O:23]. The catalyst class is: 4. (5) Reactant: [NH2:1][CH2:2][C:3]1[C:4]([F:26])=[CH:5][C:6]([Cl:25])=[C:7]([C:9]2[NH:10][C:11](=[O:24])[N:12]([C:14]3[CH:19]=[CH:18][C:17]([C:20]([F:23])([F:22])[F:21])=[CH:16][CH:15]=3)[N:13]=2)[CH:8]=1.[CH3:27][CH:28]([CH3:32])[C:29](Cl)=[O:30]. Product: [Cl:25][C:6]1[C:7]([C:9]2[NH:10][C:11](=[O:24])[N:12]([C:14]3[CH:15]=[CH:16][C:17]([C:20]([F:22])([F:23])[F:21])=[CH:18][CH:19]=3)[N:13]=2)=[CH:8][C:3]([CH2:2][NH:1][C:29](=[O:30])[CH:28]([CH3:32])[CH3:27])=[C:4]([F:26])[CH:5]=1. The catalyst class is: 1.